Task: Binary Classification. Given a T-cell receptor sequence (or CDR3 region) and an epitope sequence, predict whether binding occurs between them.. Dataset: TCR-epitope binding with 47,182 pairs between 192 epitopes and 23,139 TCRs (1) The epitope is FLKEKGGL. The TCR CDR3 sequence is CASSQELWASGSYEQYF. Result: 0 (the TCR does not bind to the epitope). (2) The epitope is RPHERNGFTVL. The TCR CDR3 sequence is CASSLPGQAETEAFF. Result: 0 (the TCR does not bind to the epitope). (3) The epitope is YIFFASFYY. The TCR CDR3 sequence is CASSPPLGTGRFLDEKLFF. Result: 1 (the TCR binds to the epitope). (4) The epitope is SLFNTVATLY. The TCR CDR3 sequence is CASRTGLASTDTQYF. Result: 1 (the TCR binds to the epitope). (5) The epitope is KLWAQCVQL. The TCR CDR3 sequence is CASSSRVSNEKLFF. Result: 1 (the TCR binds to the epitope). (6) The epitope is SLYNTVATL. The TCR CDR3 sequence is CASNLGGPQQPQHF. Result: 1 (the TCR binds to the epitope).